From a dataset of Catalyst prediction with 721,799 reactions and 888 catalyst types from USPTO. Predict which catalyst facilitates the given reaction. (1) Reactant: [C:1]([NH:5][C:6]([C:8]1[C:16]2[C:11](=[N:12][CH:13]=[C:14]([N:17]3[CH2:22][CH2:21][CH2:20][C:19]4=[N:23][N:24]([CH3:26])[CH:25]=[C:18]34)[N:15]=2)[N:10](COCC[Si](C)(C)C)[CH:9]=1)=[O:7])([CH3:4])([CH3:3])[CH3:2].C(O)(C(F)(F)F)=O. Product: [C:1]([NH:5][C:6]([C:8]1[C:16]2[C:11](=[N:12][CH:13]=[C:14]([N:17]3[CH2:22][CH2:21][CH2:20][C:19]4=[N:23][N:24]([CH3:26])[CH:25]=[C:18]34)[N:15]=2)[NH:10][CH:9]=1)=[O:7])([CH3:4])([CH3:3])[CH3:2]. The catalyst class is: 2. (2) Reactant: [NH2:1][C:2]1[C:7]([Cl:8])=[CH:6][N:5]=[CH:4][C:3]=1[Cl:9].[H-].[Na+].[N+](C1C=CC([O:21][C:22]([C:24]2[C:25]3[N:26]([N:32]=[C:33]([CH:35]([CH3:37])[CH3:36])[CH:34]=3)[C:27]([O:30][CH3:31])=[CH:28][CH:29]=2)=O)=CC=1)([O-])=O.[Cl-].[NH4+]. Product: [Cl:9][C:3]1[CH:4]=[N:5][CH:6]=[C:7]([Cl:8])[C:2]=1[NH:1][C:22]([C:24]1[C:25]2[N:26]([N:32]=[C:33]([CH:35]([CH3:37])[CH3:36])[CH:34]=2)[C:27]([O:30][CH3:31])=[CH:28][CH:29]=1)=[O:21]. The catalyst class is: 3.